This data is from Full USPTO retrosynthesis dataset with 1.9M reactions from patents (1976-2016). The task is: Predict the reactants needed to synthesize the given product. (1) The reactants are: C1([N:7]=[C:8]=[O:9])C=CC=CC=1.CCN(CC)CC.Cl.[CH3:18][O:19][C:20](=[O:23])[CH2:21][NH2:22]. Given the product [CH3:18][O:19][C:20](=[O:23])[CH2:21][NH:22][C:8]([NH2:7])=[O:9], predict the reactants needed to synthesize it. (2) Given the product [Br:1][CH2:2][CH:3]([O:23][C:30](=[O:48])[CH2:31][CH2:32][CH2:33][CH2:34][CH2:35][CH2:36][CH2:37][CH2:38][CH2:39][CH2:40][CH2:41][CH2:42][CH2:43][CH2:44][CH2:45][CH2:46][CH3:47])[CH2:4][O:5][C:6](=[O:22])[C@H:7]([CH:19]([CH3:20])[CH3:21])[NH:8][C:9]([O:11][CH2:12][C:13]1[CH:18]=[CH:17][CH:16]=[CH:15][CH:14]=1)=[O:10], predict the reactants needed to synthesize it. The reactants are: [Br:1][CH2:2][CH:3]([OH:23])[CH2:4][O:5][C:6](=[O:22])[C@H:7]([CH:19]([CH3:21])[CH3:20])[NH:8][C:9]([O:11][CH2:12][C:13]1[CH:18]=[CH:17][CH:16]=[CH:15][CH:14]=1)=[O:10].N1C=CC=CC=1.[C:30](Cl)(=[O:48])[CH2:31][CH2:32][CH2:33][CH2:34][CH2:35][CH2:36][CH2:37][CH2:38][CH2:39][CH2:40][CH2:41][CH2:42][CH2:43][CH2:44][CH2:45][CH2:46][CH3:47].C(=O)([O-])O.[Na+]. (3) Given the product [CH2:7]([O:25][C:19]1[CH:18]=[CH:17][C:16]([Cl:15])=[CH:21][C:20]=1[C:22](=[O:24])[CH3:23])[C:8]1[CH:13]=[CH:12][CH:11]=[CH:10][CH:9]=1, predict the reactants needed to synthesize it. The reactants are: C(=O)([O-])[O-].[K+].[K+].[CH2:7](Br)[C:8]1[CH:13]=[CH:12][CH:11]=[CH:10][CH:9]=1.[Cl:15][C:16]1[CH:17]=[CH:18][C:19]([OH:25])=[C:20]([C:22](=[O:24])[CH3:23])[CH:21]=1. (4) Given the product [OH:41][CH:38]1[CH2:39][CH2:40][N:35]([C:2]2[CH:3]=[CH:4][C:5]([C:8]3[CH:13]=[CH:12][N:11]=[C:10]([NH:14][C:15]4[CH:16]=[C:17]([NH:22][C:23](=[O:34])[C:24]5[CH:29]=[CH:28][CH:27]=[C:26]([C:30]([F:33])([F:31])[F:32])[CH:25]=5)[CH:18]=[CH:19][C:20]=4[CH3:21])[N:9]=3)=[CH:6][N:7]=2)[CH2:36][CH2:37]1, predict the reactants needed to synthesize it. The reactants are: Cl[C:2]1[N:7]=[CH:6][C:5]([C:8]2[CH:13]=[CH:12][N:11]=[C:10]([NH:14][C:15]3[CH:16]=[C:17]([NH:22][C:23](=[O:34])[C:24]4[CH:29]=[CH:28][CH:27]=[C:26]([C:30]([F:33])([F:32])[F:31])[CH:25]=4)[CH:18]=[CH:19][C:20]=3[CH3:21])[N:9]=2)=[CH:4][CH:3]=1.[NH:35]1[CH2:40][CH2:39][CH:38]([OH:41])[CH2:37][CH2:36]1. (5) Given the product [Br:1][C:2]1[CH:37]=[CH:36][C:5]2[C:6]([NH:23][C:24]([NH:26][C:27]3[C:28]([Cl:35])=[CH:29][C:30]([Cl:34])=[CH:31][C:32]=3[Cl:33])=[O:25])=[C:7]([C:9]([NH:11][C@@H:12]([CH:17]3[CH2:18][CH2:19][CH2:20][CH2:21][CH2:22]3)[C:13]([OH:15])=[O:14])=[O:10])[O:8][C:4]=2[CH:3]=1, predict the reactants needed to synthesize it. The reactants are: [Br:1][C:2]1[CH:37]=[CH:36][C:5]2[C:6]([NH:23][C:24]([NH:26][C:27]3[C:32]([Cl:33])=[CH:31][C:30]([Cl:34])=[CH:29][C:28]=3[Cl:35])=[O:25])=[C:7]([C:9]([NH:11][C@@H:12]([CH:17]3[CH2:22][CH2:21][CH2:20][CH2:19][CH2:18]3)[C:13]([O:15]C)=[O:14])=[O:10])[O:8][C:4]=2[CH:3]=1.Cl. (6) Given the product [NH2:18][CH2:17][C:14]1[C:15]([NH2:16])=[N:5][C:4]([CH:1]2[CH2:3][CH2:2]2)=[N:6][C:7]=1[C:8]1[CH:13]=[CH:12][CH:11]=[CH:10][CH:9]=1, predict the reactants needed to synthesize it. The reactants are: [CH:1]1([C:4]([NH2:6])=[NH:5])[CH2:3][CH2:2]1.[CH:7](=[C:14]([C:17]#[N:18])[C:15]#[N:16])[C:8]1[CH:13]=[CH:12][CH:11]=[CH:10][CH:9]=1. (7) Given the product [Br:12][C:4]1[CH:3]=[C:2]([C:18]2([OH:22])[CH2:21][CH2:20][CH2:19]2)[CH:7]=[C:6]([C:8]([CH3:11])([CH3:10])[CH3:9])[CH:5]=1, predict the reactants needed to synthesize it. The reactants are: Br[C:2]1[CH:7]=[C:6]([C:8]([CH3:11])([CH3:10])[CH3:9])[CH:5]=[C:4]([Br:12])[CH:3]=1.[Li]CCCC.[C:18]1(=[O:22])[CH2:21][CH2:20][CH2:19]1. (8) Given the product [CH2:34]([C@@H:14]([CH2:13][CH2:12][C@H:8]([CH2:1][C:2]1[CH:3]=[CH:4][CH:5]=[CH:6][CH:7]=1)[C:9]([NH:41][C@H:42]1[CH2:48][CH2:47][S:46][C@H:45]2[CH2:49][CH2:50][C@H:51]([C:53]([F:54])([F:56])[F:55])[CH2:52][N:44]2[C:43]1=[O:57])=[O:10])[C:15]([NH:17][C@H:18]1[CH2:24][CH2:23][CH2:22][CH2:21][N:20]([C:25]2[CH:30]=[CH:29][CH:28]=[CH:27][C:26]=2[O:31][CH3:32])[C:19]1=[O:33])=[O:16])[C:35]1[CH:40]=[CH:39][CH:38]=[CH:37][CH:36]=1, predict the reactants needed to synthesize it. The reactants are: [CH2:1]([C@@H:8]([CH2:12][CH2:13][C@H:14]([CH2:34][C:35]1[CH:40]=[CH:39][CH:38]=[CH:37][CH:36]=1)[C:15]([NH:17][C@H:18]1[CH2:24][CH2:23][CH2:22][CH2:21][N:20]([C:25]2[CH:30]=[CH:29][CH:28]=[CH:27][C:26]=2[O:31][CH3:32])[C:19]1=[O:33])=[O:16])[C:9](O)=[O:10])[C:2]1[CH:7]=[CH:6][CH:5]=[CH:4][CH:3]=1.[NH2:41][C@H:42]1[CH2:48][CH2:47][S:46][C@H:45]2[CH2:49][CH2:50][C@H:51]([C:53]([F:56])([F:55])[F:54])[CH2:52][N:44]2[C:43]1=[O:57].